This data is from Catalyst prediction with 721,799 reactions and 888 catalyst types from USPTO. The task is: Predict which catalyst facilitates the given reaction. Reactant: [OH:1][C:2]1[CH:7]=[CH:6][C:5]([CH:8]2[CH:13]([O:14][Si:15]([CH:22]([CH3:24])[CH3:23])([CH:19]([CH3:21])[CH3:20])[CH:16]([CH3:18])[CH3:17])[CH2:12][NH:11][CH2:10][CH:9]2[OH:25])=[CH:4][CH:3]=1.C(=O)([O-])O.[Na+].Cl[C:32]([O:34][CH2:35][C:36]1[CH:41]=[CH:40][CH:39]=[CH:38][CH:37]=1)=[O:33]. Product: [OH:25][CH:9]1[CH:8]([C:5]2[CH:6]=[CH:7][C:2]([OH:1])=[CH:3][CH:4]=2)[CH:13]([O:14][Si:15]([CH:19]([CH3:21])[CH3:20])([CH:22]([CH3:24])[CH3:23])[CH:16]([CH3:17])[CH3:18])[CH2:12][N:11]([C:32]([O:34][CH2:35][C:36]2[CH:41]=[CH:40][CH:39]=[CH:38][CH:37]=2)=[O:33])[CH2:10]1. The catalyst class is: 13.